From a dataset of Forward reaction prediction with 1.9M reactions from USPTO patents (1976-2016). Predict the product of the given reaction. (1) Given the reactants [F:1][C:2]1[CH:3]=[C:4]([CH:30]=[CH:31][CH:32]=1)[CH2:5][CH2:6][C:7]1[C:8]2[CH2:29][NH:28][CH2:27][CH2:26][C:9]=2[N:10]=[C:11]([NH:13][C:14]2[CH:19]=[CH:18][C:17]([N:20]3[CH:24]=[CH:23][N:22]=[C:21]3[CH3:25])=[CH:16][CH:15]=2)[N:12]=1.[CH2:33]=O, predict the reaction product. The product is: [F:1][C:2]1[CH:3]=[C:4]([CH:30]=[CH:31][CH:32]=1)[CH2:5][CH2:6][C:7]1[C:8]2[CH2:29][N:28]([CH3:33])[CH2:27][CH2:26][C:9]=2[N:10]=[C:11]([NH:13][C:14]2[CH:15]=[CH:16][C:17]([N:20]3[CH:24]=[CH:23][N:22]=[C:21]3[CH3:25])=[CH:18][CH:19]=2)[N:12]=1. (2) Given the reactants [Cl:1][C:2]1[CH:7]=[CH:6][C:5]([NH:8][C:9](=[O:15])[O:10][C:11]([CH3:14])([CH3:13])[CH3:12])=[C:4]([C:16]2[CH:24]=[C:23]3[N:19]([CH:20]([CH:25]=O)[CH2:21][CH2:22]3)[C:18](=[O:27])[CH:17]=2)[CH:3]=1.[C:28](=O)([O-])[O-].[K+].[K+].COP(C(=[N+]=[N-])C(=O)C)(=O)OC.C(=O)([O-])O.[Na+], predict the reaction product. The product is: [Cl:1][C:2]1[CH:7]=[CH:6][C:5]([NH:8][C:9](=[O:15])[O:10][C:11]([CH3:12])([CH3:13])[CH3:14])=[C:4]([C:16]2[CH:24]=[C:23]3[N:19]([CH:20]([C:25]#[CH:28])[CH2:21][CH2:22]3)[C:18](=[O:27])[CH:17]=2)[CH:3]=1. (3) Given the reactants Br[C:2]1[CH:3]=[N:4][C:5]([O:8][CH2:9][CH:10]2[CH2:15][CH2:14][N:13]([CH2:16][C:17]3([C:21]([F:24])([F:23])[F:22])[CH2:20][CH2:19][CH2:18]3)[CH2:12][CH2:11]2)=[N:6][CH:7]=1.[CH2:25]([O:27][C:28]([C:30]1[CH:35]=[CH:34][C:33](B(O)O)=[CH:32][C:31]=1[F:39])=[O:29])[CH3:26].C([O-])([O-])=O.[Cs+].[Cs+].O1CCOCC1, predict the reaction product. The product is: [F:39][C:31]1[CH:32]=[C:33]([C:2]2[CH:3]=[N:4][C:5]([O:8][CH2:9][CH:10]3[CH2:15][CH2:14][N:13]([CH2:16][C:17]4([C:21]([F:24])([F:23])[F:22])[CH2:20][CH2:19][CH2:18]4)[CH2:12][CH2:11]3)=[N:6][CH:7]=2)[CH:34]=[CH:35][C:30]=1[C:28]([O:27][CH2:25][CH3:26])=[O:29]. (4) Given the reactants [CH2:1]([N:8]([CH2:21][C:22]1[CH:40]=[CH:39][C:25]([O:26][C:27]2[CH:32]=[CH:31][C:30]([CH2:33][CH2:34][CH2:35][C:36](O)=[O:37])=[CH:29][CH:28]=2)=[CH:24][CH:23]=1)[C:9]1[CH:14]=[CH:13][CH:12]=[C:11]([NH:15][S:16]([CH3:19])(=[O:18])=[O:17])[C:10]=1[CH3:20])[C:2]1[CH:7]=[CH:6][CH:5]=[CH:4][CH:3]=1.[NH2:41][C@@H:42]([C:51]([O:53]C(C)(C)C)=[O:52])[CH2:43][C:44]1[CH:49]=[CH:48][C:47]([OH:50])=[CH:46][CH:45]=1, predict the reaction product. The product is: [CH2:1]([N:8]([CH2:21][C:22]1[CH:23]=[CH:24][C:25]([O:26][C:27]2[CH:28]=[CH:29][C:30]([CH2:33][CH2:34][CH2:35][C:36]([NH:41][C@@H:42]([C:51]([OH:53])=[O:52])[CH2:43][C:44]3[CH:45]=[CH:46][C:47]([OH:50])=[CH:48][CH:49]=3)=[O:37])=[CH:31][CH:32]=2)=[CH:39][CH:40]=1)[C:9]1[CH:14]=[CH:13][CH:12]=[C:11]([NH:15][S:16]([CH3:19])(=[O:17])=[O:18])[C:10]=1[CH3:20])[C:2]1[CH:3]=[CH:4][CH:5]=[CH:6][CH:7]=1. (5) Given the reactants I[C:2]1[CH:7]=[CH:6][C:5]([CH3:8])=[CH:4][CH:3]=1.[C:9]1(Cl)[C:10](=[CH:14][C:15](=[CH:19][C:20]=1[N+:21]([O-:23])=[O:22])[N+:16]([O-:18])=[O:17])[N+:11]([O-:13])=[O:12], predict the reaction product. The product is: [N+:21]([C:20]1[CH:19]=[C:15]([N+:16]([O-:18])=[O:17])[CH:14]=[C:10]([N+:11]([O-:13])=[O:12])[C:9]=1[C:2]1[CH:7]=[CH:6][C:5]([CH3:8])=[CH:4][CH:3]=1)([O-:23])=[O:22]. (6) Given the reactants C(C1C=C2C(C3C=C(C=CC=3)CNC(C3C(=O)N(CC4C=CC(F)=C(F)C=4)C=CC=3)=O)=CNC2=NC=1)#N.[F:38][C:39]1[CH:40]=[C:41]([CH:63]=[CH:64][C:65]=1[F:66])[CH2:42][N:43]1[CH:48]=[CH:47][CH:46]=[C:45]([C:49]([NH:51][CH2:52][C:53]2[CH:54]=[C:55](B(O)O)[CH:56]=[CH:57][CH:58]=2)=[O:50])[C:44]1=[O:62].[B].[Cl:68][C:69]1[CH:70]=[C:71]2[C:77](I)=[CH:76][NH:75][C:72]2=[N:73][CH:74]=1, predict the reaction product. The product is: [Cl:68][C:69]1[CH:70]=[C:71]2[C:77]([C:55]3[CH:54]=[C:53]([CH:58]=[CH:57][CH:56]=3)[CH2:52][NH:51][C:49]([C:45]3[C:44](=[O:62])[N:43]([CH2:42][C:41]4[CH:63]=[CH:64][C:65]([F:66])=[C:39]([F:38])[CH:40]=4)[CH:48]=[CH:47][CH:46]=3)=[O:50])=[CH:76][NH:75][C:72]2=[N:73][CH:74]=1.